Dataset: Reaction yield outcomes from USPTO patents with 853,638 reactions. Task: Predict the reaction yield, written as a fraction of the theoretical maximum amount of product (1.0 means a 100% yield; for example, 0.34 means a 34% yield). The reactants are [C:1]1(=O)[CH2:5][CH2:4][CH2:3][CH2:2]1.[CH2:7]([O:9][C:10]([C@H:12]1[C@@H:17]([NH2:18])[C@H:16]2[CH2:19][C@@H:13]1[CH2:14][CH2:15]2)=[O:11])[CH3:8].C([BH3-])#N.[Na+].C(=O)(O)[O-].[Na+]. The catalyst is CO.C(O)(=O)C. The product is [CH2:7]([O:9][C:10]([C@H:12]1[C@@H:17]([NH:18][CH:1]2[CH2:5][CH2:4][CH2:3][CH2:2]2)[C@H:16]2[CH2:19][C@@H:13]1[CH2:14][CH2:15]2)=[O:11])[CH3:8]. The yield is 0.750.